This data is from Forward reaction prediction with 1.9M reactions from USPTO patents (1976-2016). The task is: Predict the product of the given reaction. (1) Given the reactants [C:1]([C:4]1[C:5]([O:23][CH3:24])=[C:6]([CH:12]2[CH2:15][N:14]([C:16]([O:18][C:19]([CH3:22])([CH3:21])[CH3:20])=[O:17])[CH2:13]2)[C:7]([Cl:11])=[C:8]([Cl:10])[CH:9]=1)(=O)[CH3:2].C(O)C.[BH4-].[Na+].[NH3:30], predict the reaction product. The product is: [NH2:30][CH:1]([C:4]1[C:5]([O:23][CH3:24])=[C:6]([CH:12]2[CH2:15][N:14]([C:16]([O:18][C:19]([CH3:22])([CH3:21])[CH3:20])=[O:17])[CH2:13]2)[C:7]([Cl:11])=[C:8]([Cl:10])[CH:9]=1)[CH3:2]. (2) Given the reactants [OH:1][CH:2]1[CH2:7][CH2:6][NH:5][CH2:4][CH2:3]1.C([O-])([O-])=O.[Na+].[Na+].[CH3:14][C:15]([O:18][C:19](O[C:19]([O:18][C:15]([CH3:17])([CH3:16])[CH3:14])=[O:20])=[O:20])([CH3:17])[CH3:16], predict the reaction product. The product is: [OH:1][CH:2]1[CH2:7][CH2:6][N:5]([C:19]([O:18][C:15]([CH3:17])([CH3:16])[CH3:14])=[O:20])[CH2:4][CH2:3]1. (3) Given the reactants C([S:8][C:9]1[C:14]([Cl:15])=[CH:13][CH:12]=[CH:11][C:10]=1[NH2:16])C1C=CC=CC=1.[Al+3].[Cl-].[Cl-].[Cl-].CCOC(C)=O, predict the reaction product. The product is: [ClH:15].[NH2:16][C:10]1[CH:11]=[CH:12][CH:13]=[C:14]([Cl:15])[C:9]=1[SH:8]. (4) Given the reactants Cl[C:2]1[CH:7]=[N:6][CH:5]=[C:4]([Cl:8])[N:3]=1.[NH2:9][C:10]1[CH:18]=[CH:17][C:13]([C:14]([OH:16])=[O:15])=[CH:12][C:11]=1[Cl:19].CC([O-])(C)C.[Na+].CC1(C)C2C(=C(P(C3C=CC=CC=3)C3C=CC=CC=3)C=CC=2)OC2C(P(C3C=CC=CC=3)C3C=CC=CC=3)=CC=CC1=2, predict the reaction product. The product is: [Cl:19][C:11]1[CH:12]=[C:13]([CH:17]=[CH:18][C:10]=1[NH:9][C:2]1[CH:7]=[N:6][CH:5]=[C:4]([Cl:8])[N:3]=1)[C:14]([OH:16])=[O:15]. (5) Given the reactants [C:1]([O:5][C:6]([NH:8][CH2:9][CH2:10][N:11]1[CH2:16][CH2:15][CH:14]([NH:17][CH2:18][C:19]([OH:21])=[O:20])[CH2:13][CH2:12]1)=[O:7])([CH3:4])([CH3:3])[CH3:2].[C:22](O[C:22]([O:24][C:25]([CH3:28])([CH3:27])[CH3:26])=[O:23])([O:24][C:25]([CH3:28])([CH3:27])[CH3:26])=[O:23].C(=O)(O)[O-].[Na+], predict the reaction product. The product is: [C:25]([O:24][C:22]([N:17]([CH2:18][C:19]([OH:21])=[O:20])[CH:14]1[CH2:13][CH2:12][N:11]([CH2:10][CH2:9][NH:8][C:6]([O:5][C:1]([CH3:4])([CH3:2])[CH3:3])=[O:7])[CH2:16][CH2:15]1)=[O:23])([CH3:28])([CH3:27])[CH3:26]. (6) Given the reactants [Br:1][C:2]1[NH:10][C:9]2[C:8](=[O:11])[NH:7][C:6](=[O:12])[N:5]([CH3:13])[C:4]=2[N:3]=1.Br[CH2:15][C:16]1[C:17]([C:22]#[N:23])=[CH:18][CH:19]=[CH:20][CH:21]=1, predict the reaction product. The product is: [Br:1][C:2]1[N:10]([CH2:15][C:16]2[CH:21]=[CH:20][CH:19]=[CH:18][C:17]=2[C:22]#[N:23])[C:9]2[C:8](=[O:11])[NH:7][C:6](=[O:12])[N:5]([CH3:13])[C:4]=2[N:3]=1. (7) The product is: [ClH:58].[ClH:58].[OH:8][C@@H:7]1[CH2:6][N:5]([CH2:9][CH2:10][N:11]2[C:20]3[C:15](=[CH:16][CH:17]=[C:18]([O:21][CH3:22])[CH:19]=3)[CH:14]=[CH:13][C:12]2=[O:23])[CH2:4][C@@H:3]1[CH2:2][NH:1][CH2:35][C:33]1[CH:32]=[CH:31][C:28]2[S:29][CH2:30][C:25](=[O:24])[NH:26][C:27]=2[N:34]=1. Given the reactants [NH2:1][CH2:2][C@@H:3]1[C@H:7]([OH:8])[CH2:6][N:5]([CH2:9][CH2:10][N:11]2[C:20]3[C:15](=[CH:16][CH:17]=[C:18]([O:21][CH3:22])[CH:19]=3)[CH:14]=[CH:13][C:12]2=[O:23])[CH2:4]1.[O:24]=[C:25]1[CH2:30][S:29][C:28]2[CH:31]=[CH:32][C:33]([CH:35]=O)=[N:34][C:27]=2[NH:26]1.C(=O)([O-])[O-].[Na+].[Na+].C(O[BH-](OC(=O)C)OC(=O)C)(=O)C.[Na+].C(Cl)[Cl:58], predict the reaction product.